This data is from Reaction yield outcomes from USPTO patents with 853,638 reactions. The task is: Predict the reaction yield, written as a fraction of the theoretical maximum amount of product (1.0 means a 100% yield; for example, 0.34 means a 34% yield). (1) The reactants are [NH2:1][C:2]1[CH:3]=[C:4]([NH:8][C:9](=[O:16])[CH2:10][N:11]([CH2:14][CH3:15])[CH2:12][CH3:13])[CH:5]=[CH:6][CH:7]=1.Cl.[N-:18]=[N+:19]=[N-].[Na+].C([O-])(O)=O.[Na+]. The catalyst is C1COCC1.O. The product is [N:1]([C:2]1[CH:3]=[C:4]([NH:8][C:9](=[O:16])[CH2:10][N:11]([CH2:14][CH3:15])[CH2:12][CH3:13])[CH:5]=[CH:6][CH:7]=1)=[N+:18]=[N-:19]. The yield is 0.850. (2) The reactants are C(=O)([O-])[O-].[K+].[K+].[CH2:7]([NH2:11])[CH2:8][CH2:9][CH3:10].Cl[C:13]1[N:18]=[C:17]([NH:19][CH2:20][CH2:21][CH2:22][N:23]2[CH2:28][CH2:27][CH2:26][CH2:25][CH2:24]2)[C:16]([N+:29]([O-:31])=[O:30])=[CH:15][CH:14]=1. The catalyst is C(#N)C. The product is [CH2:7]([NH:11][C:13]1[N:18]=[C:17]([NH:19][CH2:20][CH2:21][CH2:22][N:23]2[CH2:24][CH2:25][CH2:26][CH2:27][CH2:28]2)[C:16]([N+:29]([O-:31])=[O:30])=[CH:15][CH:14]=1)[CH2:8][CH2:9][CH3:10]. The yield is 0.980. (3) The reactants are [CH3:1][O:2][C:3]1[CH:4]=[C:5]([CH2:10][CH2:11][CH2:12][OH:13])[CH:6]=[CH:7][C:8]=1[OH:9].[CH3:14][CH:15]([CH3:25])[CH2:16][CH2:17][CH2:18][CH2:19][CH2:20][CH2:21][C:22](O)=[O:23]. The catalyst is CCCCCC. The product is [CH3:14][CH:15]([CH3:25])[CH2:16][CH2:17][CH2:18][CH2:19][CH2:20][CH2:21][C:22]([O:13][CH2:12][CH2:11][CH2:10][C:5]1[CH:6]=[CH:7][C:8]([OH:9])=[C:3]([O:2][CH3:1])[CH:4]=1)=[O:23]. The yield is 0.954. (4) The reactants are [C:1]([CH2:3][CH2:4][C@@:5]1([C:31]([O:33]C)=O)[CH2:9][CH2:8][C@H:7]([C:10]2[CH:15]=[CH:14][C:13]([O:16]CC3C=CC=CC=3)=[CH:12][CH:11]=2)[N:6]1C(OC(C)(C)C)=O)#[N:2].C(O)(C(F)(F)F)=O. The catalyst is CO.[Ni].ClCCl. The product is [OH:16][C:13]1[CH:14]=[CH:15][C:10]([CH:7]2[CH2:8][CH2:9][C@:5]3([CH2:4][CH2:3][CH2:1][NH:2][C:31]3=[O:33])[NH:6]2)=[CH:11][CH:12]=1. The yield is 0.190. (5) The reactants are C([N:4]1[C:12]2[C:7](=[CH:8][CH:9]=[C:10]([NH:13][C:14]([C:16]3[C:25](=[O:26])[C:24]4[C:19](=[CH:20][CH:21]=[CH:22][CH:23]=4)[NH:18][CH:17]=3)=[O:15])[CH:11]=2)[CH2:6][CH2:5]1)(=O)C.[OH-].[Na+]. The catalyst is C(O)C. The product is [NH:4]1[C:12]2[C:7](=[CH:8][CH:9]=[C:10]([NH:13][C:14]([C:16]3[C:25](=[O:26])[C:24]4[C:19](=[CH:20][CH:21]=[CH:22][CH:23]=4)[NH:18][CH:17]=3)=[O:15])[CH:11]=2)[CH2:6][CH2:5]1. The yield is 0.200. (6) The reactants are [CH3:1][N:2]1[C:7](=[O:8])[CH:6]=[C:5]([Cl:9])[NH:4][C:3]1=[O:10].Br[CH2:12][C:13]1[CH:20]=[C:19]([F:21])[CH:18]=[CH:17][C:14]=1[C:15]#[N:16].C([O-])([O-])=O.[K+].[K+]. The catalyst is CS(C)=O.O. The product is [Cl:9][C:5]1[N:4]([CH2:12][C:13]2[CH:20]=[C:19]([F:21])[CH:18]=[CH:17][C:14]=2[C:15]#[N:16])[C:3](=[O:10])[N:2]([CH3:1])[C:7](=[O:8])[CH:6]=1. The yield is 0.600.